This data is from HIV replication inhibition screening data with 41,000+ compounds from the AIDS Antiviral Screen. The task is: Binary Classification. Given a drug SMILES string, predict its activity (active/inactive) in a high-throughput screening assay against a specified biological target. (1) The drug is [N-]=[N+]=NS(=O)(=O)c1cccc([N+](=O)[O-])c1. The result is 0 (inactive). (2) The molecule is CCOP(=O)(OCC)C(C#N)=Cc1ccc[nH]1. The result is 0 (inactive). (3) The compound is C[n+]1cc2c3c(ccc2c2ccc4cc5c(cc4c21)OCO5)OCO3.O=[N+]([O-])O. The result is 0 (inactive). (4) The drug is CN1NC(c2ccccc2)=C(C#N)C(=O)CC1c1ccccc1. The result is 0 (inactive). (5) The result is 0 (inactive). The compound is CCOc1ccc(C(Cl)=C(C=O)c2ccc(OC)c(OC)c2)cc1OCC. (6) The drug is OCc1cc[te]c1. The result is 0 (inactive).